This data is from Full USPTO retrosynthesis dataset with 1.9M reactions from patents (1976-2016). The task is: Predict the reactants needed to synthesize the given product. (1) Given the product [C:1]1([C@@H:7]([NH:9][C:10]2[N:15]=[C:14]([N:16]3[C:20]4[CH:21]=[C:22]([NH:25][C:26](=[O:33])[C:27]5[CH:32]=[CH:31][CH:30]=[CH:29][CH:28]=5)[CH:23]=[CH:24][C:19]=4[N:18]=[CH:17]3)[CH:13]=[N:12][CH:11]=2)[CH3:8])[CH:6]=[CH:5][CH:4]=[CH:3][CH:2]=1, predict the reactants needed to synthesize it. The reactants are: [C:1]1([C@@H:7]([NH:9][C:10]2[N:15]=[C:14]([N:16]3[C:20]4[CH:21]=[C:22]([NH2:25])[CH:23]=[CH:24][C:19]=4[N:18]=[CH:17]3)[CH:13]=[N:12][CH:11]=2)[CH3:8])[CH:6]=[CH:5][CH:4]=[CH:3][CH:2]=1.[C:26](Cl)(=[O:33])[C:27]1[CH:32]=[CH:31][CH:30]=[CH:29][CH:28]=1. (2) Given the product [ClH:49].[ClH:49].[NH2:7][CH2:8][CH2:9][C:10]1[CH:11]=[CH:12][C:13]([O:16][CH2:17][CH2:18][CH2:19][CH2:20][CH2:21][C:22]2[CH:27]=[CH:26][C:25]([OH:28])=[C:24]([C@@H:29]([C:39]3[CH:40]=[CH:41][CH:42]=[CH:43][CH:44]=3)[CH2:30][CH2:31][N:32]([CH:36]([CH3:37])[CH3:38])[CH:33]([CH3:34])[CH3:35])[CH:23]=2)=[CH:14][CH:15]=1, predict the reactants needed to synthesize it. The reactants are: C(OC(=O)[NH:7][CH2:8][CH2:9][C:10]1[CH:15]=[CH:14][C:13]([O:16][CH2:17][CH2:18][CH2:19][CH2:20][CH2:21][C:22]2[CH:27]=[CH:26][C:25]([OH:28])=[C:24]([C@@H:29]([C:39]3[CH:44]=[CH:43][CH:42]=[CH:41][CH:40]=3)[CH2:30][CH2:31][N:32]([CH:36]([CH3:38])[CH3:37])[CH:33]([CH3:35])[CH3:34])[CH:23]=2)=[CH:12][CH:11]=1)(C)(C)C.C(O)C.[ClH:49]. (3) Given the product [CH2:1]([C:3]1[CH:8]=[CH:7][C:6]([C:9]2[NH:13][C:12]3[C:14]([N:18]4[CH2:19][CH2:20][N:21]([CH2:25][C:26]5[CH:31]=[CH:30][C:29]([F:32])=[C:28]([N+:33]([O-:35])=[O:34])[CH:27]=5)[CH2:22][CH2:23]4)=[CH:15][CH:16]=[CH:17][C:11]=3[N:10]=2)=[CH:5][CH:4]=1)[CH3:2], predict the reactants needed to synthesize it. The reactants are: [CH2:1]([C:3]1[CH:8]=[CH:7][C:6]([C:9]2[NH:13][C:12]3[C:14]([N:18]4[CH2:23][CH2:22][NH:21][CH2:20][CH2:19]4)=[CH:15][CH:16]=[CH:17][C:11]=3[N:10]=2)=[CH:5][CH:4]=1)[CH3:2].Br[CH2:25][C:26]1[CH:31]=[CH:30][C:29]([F:32])=[C:28]([N+:33]([O-:35])=[O:34])[CH:27]=1.CCN(C(C)C)C(C)C. (4) Given the product [Br:1][C:2]1[CH:7]=[CH:6][CH:5]=[C:4]([F:8])[C:3]=1[O:9][Si:24]([C:20]([CH3:23])([CH3:22])[CH3:21])([CH3:26])[CH3:25], predict the reactants needed to synthesize it. The reactants are: [Br:1][C:2]1[CH:7]=[CH:6][CH:5]=[C:4]([F:8])[C:3]=1[OH:9].CN(C=O)C.N1C=CN=C1.[C:20]([Si:24](Cl)([CH3:26])[CH3:25])([CH3:23])([CH3:22])[CH3:21].